Predict the reaction yield, written as a fraction of the theoretical maximum amount of product (1.0 means a 100% yield; for example, 0.34 means a 34% yield). From a dataset of Reaction yield outcomes from USPTO patents with 853,638 reactions. (1) The reactants are [S:1]1[CH:5]=[CH:4][CH:3]=[C:2]1[CH2:6][CH2:7][CH2:8][N:9]1[CH2:14][CH2:13][N:12](C(OC(C)(C)C)=O)[CH2:11][CH2:10]1.C(OCC)(=O)C.Cl. The catalyst is CO. The product is [S:1]1[CH:5]=[CH:4][CH:3]=[C:2]1[CH2:6][CH2:7][CH2:8][N:9]1[CH2:14][CH2:13][NH:12][CH2:11][CH2:10]1. The yield is 0.936. (2) The reactants are [NH:1]([C:3]1[CH:8]=[CH:7][CH:6]=[CH:5][N:4]=1)[NH2:2].[OH:9]/[N:10]=[C:11](/[C:17](=O)[CH3:18])\[C:12]([O:14][CH2:15][CH3:16])=[O:13]. The catalyst is CC(O)C. The product is [OH:9]/[N:10]=[C:11](/[CH:17]([NH:2][NH:1][C:3]1[CH:8]=[CH:7][CH:6]=[CH:5][N:4]=1)[CH3:18])\[C:12]([O:14][CH2:15][CH3:16])=[O:13]. The yield is 0.600. (3) The reactants are Cl[C:2]1[C:7]([C:8]([NH:10][CH2:11][C:12]2[CH:17]=[CH:16][CH:15]=[C:14]([F:18])[CH:13]=2)=[O:9])=[C:6]([CH3:19])[CH:5]=[C:4]([N:20]2[CH2:25][CH2:24][O:23][CH2:22][CH2:21]2)[N:3]=1.[CH2:26]([Mg]Br)[CH3:27]. The catalyst is C1COCC1.Cl[Ni]1(Cl)[P](C2C=CC=CC=2)(C2C=CC=CC=2)CCC[P]1(C1C=CC=CC=1)C1C=CC=CC=1. The product is [CH2:26]([C:2]1[C:7]([C:8]([NH:10][CH2:11][C:12]2[CH:17]=[CH:16][CH:15]=[C:14]([F:18])[CH:13]=2)=[O:9])=[C:6]([CH3:19])[CH:5]=[C:4]([N:20]2[CH2:25][CH2:24][O:23][CH2:22][CH2:21]2)[N:3]=1)[CH3:27]. The yield is 0.250. (4) The reactants are C(O)(C(F)(F)F)=O.C(OC([NH:15][CH2:16][C@H:17]1[CH2:22][CH2:21][C@H:20]([NH:23][S:24]([CH:27]([CH3:29])[CH3:28])(=[O:26])=[O:25])[CH2:19][CH2:18]1)=O)(C)(C)C. The catalyst is C(Cl)Cl. The product is [NH2:15][CH2:16][C@H:17]1[CH2:18][CH2:19][C@H:20]([NH:23][S:24]([CH:27]([CH3:29])[CH3:28])(=[O:26])=[O:25])[CH2:21][CH2:22]1. The yield is 0.970. (5) The reactants are [NH2:1][C:2]1[N:7]=[CH:6][C:5]([OH:8])=[CH:4][N:3]=1.CC(C)([O-])C.[K+].[Cl:15][C:16]1[CH:21]=[C:20](Cl)[CH:19]=[CH:18][N:17]=1. The catalyst is CC(N(C)C)=O. The product is [Cl:15][C:16]1[CH:21]=[C:20]([O:8][C:5]2[CH:4]=[N:3][C:2]([NH2:1])=[N:7][CH:6]=2)[CH:19]=[CH:18][N:17]=1. The yield is 0.320. (6) The reactants are [H-].[Na+].[C:3]([C:7]1[CH:36]=[CH:35][C:10]([C:11]([NH:13][C:14]2[CH:31]=[CH:30][C:29]([N+:32]([O-:34])=[O:33])=[CH:28][C:15]=2[C:16]([NH:18][C:19]2[CH:27]=[C:26]3[C:22]([CH:23]=[N:24][NH:25]3)=[CH:21][CH:20]=2)=[O:17])=[O:12])=[CH:9][CH:8]=1)([CH3:6])([CH3:5])[CH3:4].[C:37](O[C:37]([O:39][C:40]([CH3:43])([CH3:42])[CH3:41])=[O:38])([O:39][C:40]([CH3:43])([CH3:42])[CH3:41])=[O:38]. The catalyst is C1COCC1.C(OCC)(=O)C. The product is [C:37]([N:25]1[C:26]2[C:22](=[CH:21][CH:20]=[C:19]([NH:18][C:16](=[O:17])[C:15]3[CH:28]=[C:29]([N+:32]([O-:34])=[O:33])[CH:30]=[CH:31][C:14]=3[NH:13][C:11](=[O:12])[C:10]3[CH:35]=[CH:36][C:7]([C:3]([CH3:6])([CH3:4])[CH3:5])=[CH:8][CH:9]=3)[CH:27]=2)[CH:23]=[N:24]1)([O:39][C:40]([CH3:43])([CH3:42])[CH3:41])=[O:38]. The yield is 0.810.